From a dataset of Forward reaction prediction with 1.9M reactions from USPTO patents (1976-2016). Predict the product of the given reaction. (1) Given the reactants [Cl:1][CH2:2][CH2:3][CH2:4][NH:5][C:6](=[O:16])[C:7]1[CH:12]=[CH:11][C:10]([N+:13]([O-:15])=[O:14])=[CH:9][CH:8]=1.[CH2:17]([NH2:29])[CH2:18][C:19]1[CH:28]=[CH:27][C:24]([O:25][CH3:26])=[C:21]([O:22][CH3:23])[CH:20]=1.C(N(CC)CC)C, predict the reaction product. The product is: [ClH:1].[CH3:23][O:22][C:21]1[CH:20]=[C:19]([CH2:18][CH2:17][NH:29][CH2:2][CH2:3][CH2:4][NH:5][C:6](=[O:16])[C:7]2[CH:12]=[CH:11][C:10]([N+:13]([O-:15])=[O:14])=[CH:9][CH:8]=2)[CH:28]=[CH:27][C:24]=1[O:25][CH3:26]. (2) Given the reactants C(OC([N:8]1[CH2:13][CH2:12][N:11]([C:14](=[O:33])[CH2:15][NH:16][C:17]2[CH:22]=[C:21]([C:23]3[CH:28]=[CH:27][CH:26]=[CH:25][C:24]=3[Cl:29])[C:20]([Cl:30])=[CH:19][C:18]=2[O:31][CH3:32])[CH2:10][CH2:9]1)=O)(C)(C)C.Cl.CO, predict the reaction product. The product is: [Cl:29][C:24]1[CH:25]=[CH:26][CH:27]=[CH:28][C:23]=1[C:21]1[C:20]([Cl:30])=[CH:19][C:18]([O:31][CH3:32])=[C:17]([NH:16][CH2:15][C:14]([N:11]2[CH2:12][CH2:13][NH:8][CH2:9][CH2:10]2)=[O:33])[CH:22]=1.